The task is: Predict which catalyst facilitates the given reaction.. This data is from Catalyst prediction with 721,799 reactions and 888 catalyst types from USPTO. (1) Reactant: C([O:5][C:6]([N:8]1[CH2:13][CH2:12][CH:11]([O:14][C:15]2[CH:24]=[C:23]3[C:18]([CH:19]=[N:20][C:21]([NH:25][C:26]4[CH:31]=[CH:30][CH:29]=[C:28](I)[CH:27]=4)=[N:22]3)=[CH:17][C:16]=2[Br:33])[CH2:10][CH2:9]1)=[O:7])(C)(C)C.C(=O)([O-])[O-].[Na+].[Na+]. Product: [Br:33][C:16]1[CH:17]=[C:18]2[C:23](=[CH:24][C:15]=1[O:14][CH:11]1[CH2:12][CH2:13][N:8]([C:6]([O:5][CH2:24][CH2:15][CH2:16][CH3:17])=[O:7])[CH2:9][CH2:10]1)[N:22]=[C:21]([NH:25][C:26]1[CH:31]=[CH:30][CH:29]=[C:28]([C:10]3[CH:9]=[N:8][CH:13]=[CH:12][CH:11]=3)[CH:27]=1)[N:20]=[CH:19]2. The catalyst class is: 438. (2) Reactant: [CH2:1]([O:5][C:6]([N:8]1[CH2:13][CH2:12][N:11]([C:14](=[O:36])[C@@H:15]([NH:25]C(OCC2C=CC=CC=2)=O)[CH2:16][CH2:17][C:18]([O:20][C:21]([CH3:24])([CH3:23])[CH3:22])=[O:19])[CH2:10][CH2:9]1)=[O:7])[CH2:2][CH2:3][CH3:4]. Product: [CH2:1]([O:5][C:6]([N:8]1[CH2:13][CH2:12][N:11]([C:14](=[O:36])[C@@H:15]([NH2:25])[CH2:16][CH2:17][C:18]([O:20][C:21]([CH3:24])([CH3:23])[CH3:22])=[O:19])[CH2:10][CH2:9]1)=[O:7])[CH2:2][CH2:3][CH3:4]. The catalyst class is: 29. (3) Reactant: Cl.[CH3:2][S:3]([C:6]1[CH:24]=[CH:23][C:9]([O:10][CH2:11][C:12]2[N:13]=[C:14]([N:17]3[CH2:22][CH2:21][NH:20][CH2:19][CH2:18]3)[S:15][CH:16]=2)=[CH:8][CH:7]=1)(=[O:5])=[O:4].CCN(C(C)C)C(C)C.[CH2:34]([S:38](Cl)(=[O:40])=[O:39])[CH:35]([CH3:37])[CH3:36]. Product: [CH3:2][S:3]([C:6]1[CH:7]=[CH:8][C:9]([O:10][CH2:11][C:12]2[N:13]=[C:14]([N:17]3[CH2:22][CH2:21][N:20]([S:38]([CH2:34][CH:35]([CH3:37])[CH3:36])(=[O:40])=[O:39])[CH2:19][CH2:18]3)[S:15][CH:16]=2)=[CH:23][CH:24]=1)(=[O:5])=[O:4]. The catalyst class is: 2. (4) Reactant: [O:1]1[CH2:6][CH2:5][N:4]([C:7]2[CH:13]=[CH:12][C:10]([NH2:11])=[CH:9][CH:8]=2)[CH2:3][CH2:2]1.[C:14]([O:18][C:19]([N:21]1[CH2:26][CH2:25][N:24]([C:27]2[NH:28][C:29]([C:34]3[CH:39]=[CH:38][N:37]=[C:36](Cl)[CH:35]=3)=[CH:30][C:31]=2[C:32]#[N:33])[CH2:23][CH2:22]1)=[O:20])([CH3:17])([CH3:16])[CH3:15]. Product: [C:14]([O:18][C:19]([N:21]1[CH2:22][CH2:23][N:24]([C:27]2[NH:28][C:29]([C:34]3[CH:39]=[CH:38][N:37]=[C:36]([NH:11][C:10]4[CH:12]=[CH:13][C:7]([N:4]5[CH2:3][CH2:2][O:1][CH2:6][CH2:5]5)=[CH:8][CH:9]=4)[CH:35]=3)=[CH:30][C:31]=2[C:32]#[N:33])[CH2:25][CH2:26]1)=[O:20])([CH3:17])([CH3:15])[CH3:16]. The catalyst class is: 3. (5) Reactant: [Br:1][C:2]1[C:23]([O:24]C)=[CH:22][C:5]2[C:6]([CH3:21])([CH3:20])[C:7]3[NH:8][C:9]4[C:14]([C:15]=3[C:16](=[O:17])[C:4]=2[CH:3]=1)=[CH:13][CH:12]=[C:11]([C:18]#[N:19])[CH:10]=4.C[O-].[Na+].C(S)CCCCCCCCCCC.Cl. Product: [Br:1][C:2]1[C:23]([OH:24])=[CH:22][C:5]2[C:6]([CH3:21])([CH3:20])[C:7]3[NH:8][C:9]4[C:14]([C:15]=3[C:16](=[O:17])[C:4]=2[CH:3]=1)=[CH:13][CH:12]=[C:11]([C:18]#[N:19])[CH:10]=4. The catalyst class is: 37. (6) Reactant: [CH3:1][C:2]1[O:6][C:5]([C:7]2[CH:12]=[CH:11][CH:10]=[CH:9][CH:8]=2)=[N:4][C:3]=1[CH2:13][CH2:14][OH:15].O[C:17]1[CH:21]=[C:20]([C:22]([O:24][CH3:25])=[O:23])[O:19][N:18]=1.C(P(CCCC)CCCC)CCC.N(C(N1CCCCC1)=O)=NC(N1CCCCC1)=O. Product: [CH3:25][O:24][C:22]([C:20]1[O:19][N:18]=[C:17]([O:15][CH2:14][CH2:13][C:3]2[N:4]=[C:5]([C:7]3[CH:12]=[CH:11][CH:10]=[CH:9][CH:8]=3)[O:6][C:2]=2[CH3:1])[CH:21]=1)=[O:23]. The catalyst class is: 7. (7) Reactant: Br[C:2]1[CH:3]=[N:4][C:5]2[CH2:6][CH2:7][N:8]([C:12]([C:14]3[CH:19]=[CH:18][C:17]([F:20])=[CH:16][CH:15]=3)=[O:13])[CH2:9][C:10]=2[CH:11]=1.[CH2:21]([Sn](CCCC)(CCCC)C=C)[CH2:22]CC. Product: [F:20][C:17]1[CH:18]=[CH:19][C:14]([C:12]([N:8]2[CH2:7][CH2:6][C:5]3[N:4]=[CH:3][C:2]([CH:21]=[CH2:22])=[CH:11][C:10]=3[CH2:9]2)=[O:13])=[CH:15][CH:16]=1. The catalyst class is: 109.